Dataset: Full USPTO retrosynthesis dataset with 1.9M reactions from patents (1976-2016). Task: Predict the reactants needed to synthesize the given product. (1) Given the product [C:30]([NH:29][C:27]1[S:28][C:24]2[CH:23]=[CH:22][CH:21]=[C:20]([O:19][CH2:2][CH2:3][CH2:4][CH2:5][CH2:6][N:7]([CH:16]([CH3:18])[CH3:17])[C:8](=[O:15])[CH2:9][CH2:10][CH2:11][CH2:12][CH2:13][CH3:14])[C:25]=2[N:26]=1)(=[O:32])[CH3:31], predict the reactants needed to synthesize it. The reactants are: Br[CH2:2][CH2:3][CH2:4][CH2:5][CH2:6][N:7]([CH:16]([CH3:18])[CH3:17])[C:8](=[O:15])[CH2:9][CH2:10][CH2:11][CH2:12][CH2:13][CH3:14].[OH:19][C:20]1[C:25]2[N:26]=[C:27]([NH:29][C:30](=[O:32])[CH3:31])[S:28][C:24]=2[CH:23]=[CH:22][CH:21]=1. (2) Given the product [CH2:7]([S:8][C:17]1[C:16]([Br:15])=[CH:21][C:20]([N+:22]([O-:24])=[O:23])=[CH:19][N:18]=1)[C:1]1[CH:6]=[CH:5][CH:4]=[CH:3][CH:2]=1, predict the reactants needed to synthesize it. The reactants are: [C:1]1([CH2:7][SH:8])[CH:6]=[CH:5][CH:4]=[CH:3][CH:2]=1.C(=O)([O-])[O-].[K+].[K+].[Br:15][C:16]1[C:17](Cl)=[N:18][CH:19]=[C:20]([N+:22]([O-:24])=[O:23])[CH:21]=1. (3) Given the product [CH2:39]([N:36]1[CH2:35][CH2:34][N:33]([CH2:32][C:29]2[CH:30]=[CH:31][C:26]([NH:25][C:19]3[C:20]4[C:15](=[C:14]([NH:13][C:11]([C:8]5[C:4]6[N:5]=[CH:6][N:7]=[C:2]([NH:1][CH3:45])[C:3]=6[S:10][CH:9]=5)=[O:12])[C:23]([CH3:24])=[CH:22][CH:21]=4)[CH:16]=[CH:17][N:18]=3)=[CH:27][C:28]=2[C:41]([F:43])([F:44])[F:42])[CH2:38][CH2:37]1)[CH3:40], predict the reactants needed to synthesize it. The reactants are: [NH2:1][C:2]1[C:3]2[S:10][CH:9]=[C:8]([C:11]([NH:13][C:14]3[C:23]([CH3:24])=[CH:22][CH:21]=[C:20]4[C:15]=3[CH:16]=[CH:17][N:18]=[C:19]4[NH:25][C:26]3[CH:31]=[CH:30][C:29]([CH2:32][N:33]4[CH2:38][CH2:37][N:36]([CH2:39][CH3:40])[CH2:35][CH2:34]4)=[C:28]([C:41]([F:44])([F:43])[F:42])[CH:27]=3)=[O:12])[C:4]=2[N:5]=[CH:6][N:7]=1.[CH3:45]NC1C2SC=C(C(O)=O)C=2N=CN=1. (4) The reactants are: [CH2:1]([C@H:3]1[CH2:8][O:7][CH2:6][CH2:5][N:4]1S(C1C=CC(C)=CC=1)(=O)=O)[CH3:2].C1(O)C=CC=CC=1.[BrH:26]. Given the product [BrH:26].[CH2:1]([C@H:3]1[CH2:8][O:7][CH2:6][CH2:5][NH:4]1)[CH3:2], predict the reactants needed to synthesize it. (5) Given the product [CH2:1]([N:3]1[CH2:8][CH2:7][N:6]([C:9]2[C:18]3[C:13](=[CH:14][CH:15]=[CH:16][CH:17]=3)[CH:12]=[C:11]([C:19]3[S:23][C:22]([CH:24]=[O:25])=[N:21][CH:20]=3)[N:10]=2)[CH2:5][CH2:4]1)[CH3:2], predict the reactants needed to synthesize it. The reactants are: [CH2:1]([N:3]1[CH2:8][CH2:7][N:6]([C:9]2[C:18]3[C:13](=[CH:14][CH:15]=[CH:16][CH:17]=3)[CH:12]=[C:11]([C:19]3[S:23][C:22]([CH:24]4OCCC[O:25]4)=[N:21][CH:20]=3)[N:10]=2)[CH2:5][CH2:4]1)[CH3:2].Cl.[OH-].[Na+]. (6) Given the product [CH3:7][C:8]([S:11][CH2:5][CH2:4][CH2:3][CH2:2][Br:1])([CH3:10])[CH3:9], predict the reactants needed to synthesize it. The reactants are: [Br:1][CH2:2][CH2:3][CH2:4][CH2:5]Br.[CH3:7][C:8]([S-:11])([CH3:10])[CH3:9].[Na+]. (7) Given the product [C:12]([C:2]1[C:7]([N+:8]([O-:10])=[O:9])=[C:6]([CH3:11])[CH:5]=[CH:4][N:3]=1)([CH3:14])=[CH2:13], predict the reactants needed to synthesize it. The reactants are: Cl[C:2]1[C:7]([N+:8]([O-:10])=[O:9])=[C:6]([CH3:11])[CH:5]=[CH:4][N:3]=1.[C:12](B1OC(C)(C)C(C)(C)O1)([CH3:14])=[CH2:13].C(=O)([O-])[O-].[Cs+].[Cs+].C([O-])(O)=O.[Na+]. (8) Given the product [CH2:22]([N:3]([CH2:1][CH3:2])[CH2:4][CH2:5][N:6]1[C:10]2[CH:11]=[C:12]([C:19]#[N:20])[CH:13]=[C:14]([C:15]([F:16])([F:17])[F:18])[C:9]=2[N:8]([CH2:28][C:27]2[CH:30]=[CH:31][CH:32]=[CH:33][C:26]=2[C:25]([F:24])([F:34])[F:35])[C:7]1=[O:21])[CH3:23], predict the reactants needed to synthesize it. The reactants are: [CH2:1]([N:3]([CH2:22][CH3:23])[CH2:4][CH2:5][N:6]1[C:10]2[CH:11]=[C:12]([C:19]#[N:20])[CH:13]=[C:14]([C:15]([F:18])([F:17])[F:16])[C:9]=2[NH:8][C:7]1=[O:21])[CH3:2].[F:24][C:25]([F:35])([F:34])[C:26]1[CH:33]=[CH:32][CH:31]=[CH:30][C:27]=1[CH2:28]Br.C(=O)([O-])[O-].[K+].[K+]. (9) Given the product [F:20][C:21]1[CH:26]=[CH:25][C:24]([C:27]([NH2:28])=[O:29])=[CH:23][C:22]=1[C:2]1[N:6]2[C:7]3[C:12]([N:13]=[C:14]([CH3:15])[C:5]2=[C:4]([CH3:19])[N:3]=1)=[C:11]([F:16])[CH:10]=[C:9]([O:17][CH3:18])[CH:8]=3, predict the reactants needed to synthesize it. The reactants are: Br[C:2]1[N:6]2[C:7]3[C:12]([N:13]=[C:14]([CH3:15])[C:5]2=[C:4]([CH3:19])[N:3]=1)=[C:11]([F:16])[CH:10]=[C:9]([O:17][CH3:18])[CH:8]=3.[F:20][C:21]1[CH:26]=[CH:25][C:24]([C:27](=[O:29])[NH2:28])=[CH:23][C:22]=1B(O)O.C([O-])([O-])=O.[K+].[K+].